Dataset: Forward reaction prediction with 1.9M reactions from USPTO patents (1976-2016). Task: Predict the product of the given reaction. Given the reactants Cl[C:2]1[CH:17]=[C:16]([CH:18]2[CH2:20][CH2:19]2)[C:5]([C:6]([NH:8][CH2:9][CH:10]2[CH2:15][CH2:14][O:13][CH2:12][CH2:11]2)=[O:7])=[CH:4][N:3]=1.[Br:21][C:22]1[CH:28]=[CH:27][C:26]([F:29])=[CH:25][C:23]=1[NH2:24].C(=O)([O-])[O-].[Cs+].[Cs+].C1(P(C2C=CC=CC=2)C2C3OC4C(=CC=CC=4P(C4C=CC=CC=4)C4C=CC=CC=4)C(C)(C)C=3C=CC=2)C=CC=CC=1, predict the reaction product. The product is: [Br:21][C:22]1[CH:28]=[CH:27][C:26]([F:29])=[CH:25][C:23]=1[NH:24][C:2]1[CH:17]=[C:16]([CH:18]2[CH2:20][CH2:19]2)[C:5]([C:6]([NH:8][CH2:9][CH:10]2[CH2:15][CH2:14][O:13][CH2:12][CH2:11]2)=[O:7])=[CH:4][N:3]=1.